From a dataset of Merck oncology drug combination screen with 23,052 pairs across 39 cell lines. Regression. Given two drug SMILES strings and cell line genomic features, predict the synergy score measuring deviation from expected non-interaction effect. (1) Drug 1: NC1CCCCC1N.O=C(O)C(=O)O.[Pt+2]. Drug 2: CNC(=O)c1cc(Oc2ccc(NC(=O)Nc3ccc(Cl)c(C(F)(F)F)c3)cc2)ccn1. Cell line: NCIH2122. Synergy scores: synergy=-8.98. (2) Drug 1: CN(Cc1cnc2nc(N)nc(N)c2n1)c1ccc(C(=O)NC(CCC(=O)O)C(=O)O)cc1. Drug 2: Cn1c(=O)n(-c2ccc(C(C)(C)C#N)cc2)c2c3cc(-c4cnc5ccccc5c4)ccc3ncc21. Cell line: NCIH1650. Synergy scores: synergy=-6.20. (3) Drug 1: Nc1ccn(C2OC(CO)C(O)C2(F)F)c(=O)n1. Drug 2: CS(=O)(=O)CCNCc1ccc(-c2ccc3ncnc(Nc4ccc(OCc5cccc(F)c5)c(Cl)c4)c3c2)o1. Cell line: UWB1289BRCA1. Synergy scores: synergy=5.15.